From a dataset of Reaction yield outcomes from USPTO patents with 853,638 reactions. Predict the reaction yield, written as a fraction of the theoretical maximum amount of product (1.0 means a 100% yield; for example, 0.34 means a 34% yield). (1) The reactants are C([O:3][C:4](=O)[CH:5]([NH2:29])[CH2:6][C:7]1[C:15]2[C:10](=[CH:11][CH:12]=[CH:13][CH:14]=2)[N:9]([C:16]2[CH:21]=[CH:20][C:19]([O:22][C:23]3[CH:28]=[CH:27][CH:26]=[CH:25][CH:24]=3)=[CH:18][CH:17]=2)[CH:8]=1)C.[BH4-].[Na+]. The catalyst is CCO.Cl. The product is [NH2:29][CH:5]([CH2:6][C:7]1[C:15]2[C:10](=[CH:11][CH:12]=[CH:13][CH:14]=2)[N:9]([C:16]2[CH:21]=[CH:20][C:19]([O:22][C:23]3[CH:28]=[CH:27][CH:26]=[CH:25][CH:24]=3)=[CH:18][CH:17]=2)[CH:8]=1)[CH2:4][OH:3]. The yield is 0.350. (2) The reactants are [Cl:1][C:2]1[CH:7]=[CH:6][C:5]([N:8]2[CH2:13][CH2:12][N:11]([C:14](=[O:26])[CH2:15][N:16]3[C:20]4=[N:21][CH:22]=[CH:23][CH:24]=[C:19]4[C:18](I)=[N:17]3)[CH2:10][CH2:9]2)=[CH:4][C:3]=1[O:27][CH3:28].[CH3:29][N:30](C=O)C.O. The catalyst is CCOC(C)=O.C1C=CC(P(C2C=CC=CC=2)[C-]2C=CC=C2)=CC=1.C1C=CC(P(C2C=CC=CC=2)[C-]2C=CC=C2)=CC=1.[Fe+2].[C-]#N.[C-]#N.[Zn+2].C1C=CC(/C=C/C(/C=C/C2C=CC=CC=2)=O)=CC=1.C1C=CC(/C=C/C(/C=C/C2C=CC=CC=2)=O)=CC=1.C1C=CC(/C=C/C(/C=C/C2C=CC=CC=2)=O)=CC=1.[Pd].[Pd]. The product is [Cl:1][C:2]1[CH:7]=[CH:6][C:5]([N:8]2[CH2:13][CH2:12][N:11]([C:14](=[O:26])[CH2:15][N:16]3[C:20]4=[N:21][CH:22]=[CH:23][CH:24]=[C:19]4[C:18]([C:29]#[N:30])=[N:17]3)[CH2:10][CH2:9]2)=[CH:4][C:3]=1[O:27][CH3:28]. The yield is 0.930. (3) The reactants are CN(C=O)C.C(Cl)(=O)C(Cl)=O.[F:12][CH:13]([F:25])[CH:14]([C:16]1[N:17]([CH3:24])[CH:18]=[CH:19][C:20](=[O:23])[C:21]=1[OH:22])O. The catalyst is C(#N)C. The product is [F:25][CH:13]([F:12])[CH2:14][C:16]1[N:17]([CH3:24])[CH:18]=[CH:19][C:20](=[O:23])[C:21]=1[OH:22]. The yield is 0.240. (4) The reactants are [O:1]1[CH2:6][CH2:5][CH:4]([C:7]2[CH:12]=[C:11]([NH2:13])[CH:10]=[CH:9][N:8]=2)[CH2:3][CH2:2]1.[I:14]([O-])(=O)=O.[K+].[OH-].[Na+]. The catalyst is S(=O)(=O)(O)O. The product is [I:14][C:10]1[C:11]([NH2:13])=[CH:12][C:7]([CH:4]2[CH2:5][CH2:6][O:1][CH2:2][CH2:3]2)=[N:8][CH:9]=1. The yield is 0.270. (5) The reactants are O=P(Cl)(Cl)[Cl:3].[O:6]1[CH2:10][CH2:9][O:8][C:7]21[CH2:15][CH2:14][C:13]1[C:16]3[C:21](=O)[NH:20][CH:19]=[N:18][C:17]=3[S:23][C:12]=1[CH2:11]2. The catalyst is C(N(CC)CC)C. The product is [Cl:3][C:21]1[C:16]2[C:13]3[CH2:14][CH2:15][C:7]4([CH2:11][C:12]=3[S:23][C:17]=2[N:18]=[CH:19][N:20]=1)[O:8][CH2:9][CH2:10][O:6]4. The yield is 0.970. (6) The reactants are [Cl:1][C:2]1[CH:7]=[CH:6][C:5]([N+:8]([O-])=O)=[C:4]([O:11][C:12]2[CH:17]=[CH:16][C:15]([O:18][CH3:19])=[CH:14][CH:13]=2)[CH:3]=1.CC(O)=O.C1COCC1. The catalyst is [Zn].CO. The product is [Cl:1][C:2]1[CH:7]=[CH:6][C:5]([NH2:8])=[C:4]([O:11][C:12]2[CH:17]=[CH:16][C:15]([O:18][CH3:19])=[CH:14][CH:13]=2)[CH:3]=1. The yield is 0.820.